Dataset: Forward reaction prediction with 1.9M reactions from USPTO patents (1976-2016). Task: Predict the product of the given reaction. (1) Given the reactants [NH4+].[Cl-].[Cl:3][C:4]1[C:5](=[O:22])[N:6]([CH2:13][C:14]2[CH:19]=[CH:18][C:17]([O:20][CH3:21])=[CH:16][CH:15]=2)[CH:7]=[C:8]([N+:10]([O-])=O)[CH:9]=1, predict the reaction product. The product is: [NH2:10][C:8]1[CH:9]=[C:4]([Cl:3])[C:5](=[O:22])[N:6]([CH2:13][C:14]2[CH:19]=[CH:18][C:17]([O:20][CH3:21])=[CH:16][CH:15]=2)[CH:7]=1. (2) Given the reactants [C:1]([O:5][C:6]([N:8]1[CH2:12][CH:11]([O:13][C:14]2[CH:19]=[CH:18][C:17]([F:20])=[CH:16][C:15]=2[F:21])[CH2:10][CH:9]1[CH2:22][OH:23])=[O:7])([CH3:4])([CH3:3])[CH3:2].O[C:25]1[CH:34]=[CH:33][C:28]([C:29]([O:31][CH3:32])=[O:30])=[CH:27][CH:26]=1.C1C=CC(P(C2C=CC=CC=2)C2C=CC=CC=2)=CC=1.CC(OC(/N=N/C(OC(C)C)=O)=O)C, predict the reaction product. The product is: [C:1]([O:5][C:6]([N:8]1[CH2:12][CH:11]([O:13][C:14]2[CH:19]=[CH:18][C:17]([F:20])=[CH:16][C:15]=2[F:21])[CH2:10][CH:9]1[CH2:22][O:23][C:25]1[CH:34]=[CH:33][C:28]([C:29]([O:31][CH3:32])=[O:30])=[CH:27][CH:26]=1)=[O:7])([CH3:4])([CH3:3])[CH3:2]. (3) Given the reactants [Cl:1][C:2]1[CH:3]=[C:4]([NH:8][C:9]2[N:14]=[C:13]([C:15]([F:18])([F:17])[F:16])[C:12]([C:19](O)=[O:20])=[CH:11][N:10]=2)[CH:5]=[CH:6][CH:7]=1.CN1CCOCC1.ClC(OCC(C)C)=O, predict the reaction product. The product is: [Cl:1][C:2]1[CH:3]=[C:4]([NH:8][C:9]2[N:14]=[C:13]([C:15]([F:17])([F:18])[F:16])[C:12]([CH2:19][OH:20])=[CH:11][N:10]=2)[CH:5]=[CH:6][CH:7]=1. (4) Given the reactants C([O:3][C:4](=[O:36])[C@@H:5]([N:7]([S:30]([N:33]([CH3:35])[CH3:34])(=[O:32])=[O:31])[CH2:8][C:9]1[CH:14]=[CH:13][CH:12]=[C:11]([O:15][CH2:16][C:17]2[N:18]=[C:19]([C:23]3[CH:28]=[CH:27][C:26]([CH3:29])=[CH:25][CH:24]=3)[O:20][C:21]=2[CH3:22])[CH:10]=1)[CH3:6])C.O.[OH-].[Li+], predict the reaction product. The product is: [CH3:34][N:33]([S:30]([N:7]([C@@H:5]([CH3:6])[C:4]([OH:36])=[O:3])[CH2:8][C:9]1[CH:14]=[CH:13][CH:12]=[C:11]([O:15][CH2:16][C:17]2[N:18]=[C:19]([C:23]3[CH:24]=[CH:25][C:26]([CH3:29])=[CH:27][CH:28]=3)[O:20][C:21]=2[CH3:22])[CH:10]=1)(=[O:31])=[O:32])[CH3:35]. (5) Given the reactants [CH2:1]([O:3][C:4](=[O:18])[CH2:5][C:6]1[CH:11]=[CH:10][C:9]([I:12])=[C:8]([O:13][CH2:14][CH:15]2[CH2:17][CH2:16]2)[CH:7]=1)[CH3:2].[H-].[Na+].[CH2:21](Br)[CH:22]([CH3:24])[CH3:23].[Cl-].[NH4+], predict the reaction product. The product is: [CH2:1]([O:3][C:4](=[O:18])[CH:5]([C:6]1[CH:11]=[CH:10][C:9]([I:12])=[C:8]([O:13][CH2:14][CH:15]2[CH2:16][CH2:17]2)[CH:7]=1)[CH2:21][CH:22]([CH3:24])[CH3:23])[CH3:2].